From a dataset of NCI-60 drug combinations with 297,098 pairs across 59 cell lines. Regression. Given two drug SMILES strings and cell line genomic features, predict the synergy score measuring deviation from expected non-interaction effect. (1) Drug 1: CNC(=O)C1=CC=CC=C1SC2=CC3=C(C=C2)C(=NN3)C=CC4=CC=CC=N4. Drug 2: CC1=C(C=C(C=C1)NC(=O)C2=CC=C(C=C2)CN3CCN(CC3)C)NC4=NC=CC(=N4)C5=CN=CC=C5. Cell line: SF-268. Synergy scores: CSS=4.86, Synergy_ZIP=0.441, Synergy_Bliss=1.32, Synergy_Loewe=-4.22, Synergy_HSA=-1.89. (2) Drug 1: CC1=C(C(=O)C2=C(C1=O)N3CC4C(C3(C2COC(=O)N)OC)N4)N. Drug 2: COC1=C2C(=CC3=C1OC=C3)C=CC(=O)O2. Cell line: SF-268. Synergy scores: CSS=10.9, Synergy_ZIP=-6.38, Synergy_Bliss=-0.288, Synergy_Loewe=-23.1, Synergy_HSA=-2.26. (3) Drug 1: C1CN(P(=O)(OC1)NCCCl)CCCl. Drug 2: C(CN)CNCCSP(=O)(O)O. Cell line: HS 578T. Synergy scores: CSS=-4.98, Synergy_ZIP=5.88, Synergy_Bliss=8.38, Synergy_Loewe=0.455, Synergy_HSA=0.424. (4) Drug 1: CC(CN1CC(=O)NC(=O)C1)N2CC(=O)NC(=O)C2. Drug 2: CCCS(=O)(=O)NC1=C(C(=C(C=C1)F)C(=O)C2=CNC3=C2C=C(C=N3)C4=CC=C(C=C4)Cl)F. Cell line: SF-295. Synergy scores: CSS=22.0, Synergy_ZIP=-5.97, Synergy_Bliss=-1.96, Synergy_Loewe=-1.85, Synergy_HSA=-1.34. (5) Drug 1: C1=CC(=CC=C1CC(C(=O)O)N)N(CCCl)CCCl.Cl. Drug 2: C1=NC2=C(N1)C(=S)N=C(N2)N. Cell line: 786-0. Synergy scores: CSS=46.1, Synergy_ZIP=-8.67, Synergy_Bliss=-4.04, Synergy_Loewe=-3.56, Synergy_HSA=0.776. (6) Drug 1: C(=O)(N)NO. Drug 2: CC1C(C(CC(O1)OC2CC(CC3=C2C(=C4C(=C3O)C(=O)C5=C(C4=O)C(=CC=C5)OC)O)(C(=O)CO)O)N)O.Cl. Cell line: SW-620. Synergy scores: CSS=26.1, Synergy_ZIP=-5.75, Synergy_Bliss=-1.47, Synergy_Loewe=-17.3, Synergy_HSA=-1.50. (7) Drug 1: CS(=O)(=O)CCNCC1=CC=C(O1)C2=CC3=C(C=C2)N=CN=C3NC4=CC(=C(C=C4)OCC5=CC(=CC=C5)F)Cl. Drug 2: C1CNP(=O)(OC1)N(CCCl)CCCl. Cell line: HCT-15. Synergy scores: CSS=0.966, Synergy_ZIP=1.97, Synergy_Bliss=2.06, Synergy_Loewe=-0.513, Synergy_HSA=-2.68. (8) Drug 1: B(C(CC(C)C)NC(=O)C(CC1=CC=CC=C1)NC(=O)C2=NC=CN=C2)(O)O. Drug 2: CC1C(C(CC(O1)OC2CC(CC3=C2C(=C4C(=C3O)C(=O)C5=C(C4=O)C(=CC=C5)OC)O)(C(=O)CO)O)N)O.Cl. Cell line: SK-OV-3. Synergy scores: CSS=40.2, Synergy_ZIP=2.33, Synergy_Bliss=1.91, Synergy_Loewe=6.57, Synergy_HSA=7.60. (9) Drug 1: C1=C(C(=O)NC(=O)N1)F. Drug 2: C1=NNC2=C1C(=O)NC=N2. Cell line: OVCAR-4. Synergy scores: CSS=44.6, Synergy_ZIP=0.0841, Synergy_Bliss=-2.13, Synergy_Loewe=-2.89, Synergy_HSA=1.01.